This data is from Catalyst prediction with 721,799 reactions and 888 catalyst types from USPTO. The task is: Predict which catalyst facilitates the given reaction. (1) Reactant: [Br:1][C:2]1[S:6][C:5]([C:7]2[S:8][CH:9]=[CH:10][CH:11]=2)=[CH:4][CH:3]=1.II.Br[C:15]1[CH:19]=[CH:18][S:17][C:16]=1[C:16]1[S:17][CH:18]=[CH:19][CH:15]=1.BrC1SC(Br)=CC=1. Product: [Br:1][C:2]1[S:6][C:5]([C:7]2[S:8][C:9]([C:16]3[S:17][CH:18]=[CH:19][CH:15]=3)=[CH:10][CH:11]=2)=[CH:4][CH:3]=1. The catalyst class is: 450. (2) Reactant: [Br:1][C:2]1[CH:3]=[N:4][CH:5]=[C:6]([CH:9]=1)[CH:7]=O.CCN(CC)CC.[CH3:17][N+:18]([O-:20])=[O:19].C(OC(=O)C)(=O)C. Product: [Br:1][C:2]1[CH:3]=[N:4][CH:5]=[C:6](/[CH:7]=[CH:17]/[N+:18]([O-:20])=[O:19])[CH:9]=1. The catalyst class is: 808. (3) Reactant: COCCN(S(F)(F)[F:11])CCOC.O[CH2:15][C:16]1[N:21]=[CH:20][N:19]=[C:18]([C:22]([N:24]([O:26][CH3:27])[CH3:25])=[O:23])[CH:17]=1.C(=O)([O-])O.[Na+]. Product: [F:11][CH2:15][C:16]1[N:21]=[CH:20][N:19]=[C:18]([C:22]([N:24]([O:26][CH3:27])[CH3:25])=[O:23])[CH:17]=1. The catalyst class is: 4.